From a dataset of Forward reaction prediction with 1.9M reactions from USPTO patents (1976-2016). Predict the product of the given reaction. Given the reactants [Cl:1][C:2]1[CH:3]=[N:4][CH:5]=[C:6]([C:8]2[CH:13]=[CH:12][CH:11]=[C:10]([F:14])[C:9]=2[C:15]2[N:16]=[N:17][N:18]([CH3:20])[N:19]=2)[CH:7]=1.ClC1C=C(C=CC=1)C(OO)=[O:26], predict the reaction product. The product is: [Cl:1][C:2]1[CH:3]=[N+:4]([O-:26])[CH:5]=[C:6]([C:8]2[CH:13]=[CH:12][CH:11]=[C:10]([F:14])[C:9]=2[C:15]2[N:16]=[N:17][N:18]([CH3:20])[N:19]=2)[CH:7]=1.